This data is from Forward reaction prediction with 1.9M reactions from USPTO patents (1976-2016). The task is: Predict the product of the given reaction. (1) Given the reactants [NH:1]1[CH2:6][CH2:5][CH2:4][CH:3]([C:7]([O:9][CH2:10][CH3:11])=[O:8])[CH2:2]1.Br[CH2:13][CH2:14][OH:15].C(=O)([O-])[O-].[Na+].[Na+], predict the reaction product. The product is: [OH:15][CH2:14][CH2:13][N:1]1[CH2:6][CH2:5][CH2:4][CH:3]([C:7]([O:9][CH2:10][CH3:11])=[O:8])[CH2:2]1. (2) Given the reactants C([N:8]1[CH2:13][C@@H:12]([CH3:14])[CH2:11][C@@H:10]([NH:15][C:16](=[O:22])[O:17][C:18]([CH3:21])([CH3:20])[CH3:19])[CH2:9]1)C1C=CC=CC=1.C(O)C, predict the reaction product. The product is: [CH3:14][C@@H:12]1[CH2:13][NH:8][CH2:9][C@H:10]([NH:15][C:16](=[O:22])[O:17][C:18]([CH3:21])([CH3:20])[CH3:19])[CH2:11]1. (3) The product is: [Cl:1][C:2]1[CH:3]=[CH:4][C:5]2[CH:9]=[C:8]([S:10]([N:13]3[CH2:18][CH2:17][N:16]([CH2:19][CH:20]4[CH2:21][CH2:22][N:23]([C:29]5[CH:37]=[CH:36][C:32]([C:33]([OH:51])=[O:34])=[CH:31][N:30]=5)[CH2:24][CH2:25]4)[C:15](=[O:26])[CH2:14]3)(=[O:12])=[O:11])[S:7][C:6]=2[CH:27]=1. Given the reactants [Cl:1][C:2]1[CH:3]=[CH:4][C:5]2[CH:9]=[C:8]([S:10]([N:13]3[CH2:18][CH2:17][N:16]([CH2:19][CH:20]4[CH2:25][CH2:24][NH:23][CH2:22][CH2:21]4)[C:15](=[O:26])[CH2:14]3)(=[O:12])=[O:11])[S:7][C:6]=2[CH:27]=1.Cl[C:29]1[CH:37]=[CH:36][C:32]([C:33](N)=[O:34])=[CH:31][N:30]=1.C(N(C(C)C)CC)(C)C.C([OH:51])CCC, predict the reaction product. (4) Given the reactants [CH3:1][O:2][C:3]1[C:12]2[C:7](=[CH:8][CH:9]=[CH:10][CH:11]=2)[C:6]([O:13][CH3:14])=[CH:5][C:4]=1[C:15](=[O:20])[C:16](=[N:18]O)[CH3:17].[ClH:21], predict the reaction product. The product is: [ClH:21].[NH2:18][CH:16]([CH3:17])[C:15]([C:4]1[CH:5]=[C:6]([O:13][CH3:14])[C:7]2[C:12](=[CH:11][CH:10]=[CH:9][CH:8]=2)[C:3]=1[O:2][CH3:1])=[O:20]. (5) Given the reactants [NH:1]1[C:9]2[C:4](=[C:5]([C:10]3[N:11]=[C:12]([N:21]4[CH2:26][CH2:25][O:24][CH2:23][CH2:22]4)[C:13]4[S:18][C:17]([CH:19]=O)=[CH:16][C:14]=4[N:15]=3)[CH:6]=[CH:7][CH:8]=2)[CH:3]=[N:2]1.[CH3:27][N:28]1[CH2:33][CH2:32][NH:31][CH2:30][CH2:29]1.C(O[BH-](OC(=O)C)OC(=O)C)(=O)C.[Na+].C([O-])(O)=O.[Na+], predict the reaction product. The product is: [NH:1]1[C:9]2[C:4](=[C:5]([C:10]3[N:11]=[C:12]([N:21]4[CH2:22][CH2:23][O:24][CH2:25][CH2:26]4)[C:13]4[S:18][C:17]([CH2:19][N:31]5[CH2:32][CH2:33][N:28]([CH3:27])[CH2:29][CH2:30]5)=[CH:16][C:14]=4[N:15]=3)[CH:6]=[CH:7][CH:8]=2)[CH:3]=[N:2]1. (6) Given the reactants [Cl:1][C:2]1[CH:7]=[CH:6][N:5]=[C:4]2[CH:8]=[C:9]([Sn](CCCC)(CCCC)CCCC)[S:10][C:3]=12.Br[C:25]1[CH:37]=[CH:36][C:28]([CH2:29][N:30]2[CH2:34][CH2:33][C@H:32]([OH:35])[CH2:31]2)=[CH:27][CH:26]=1.CO.CCOC(C)=O, predict the reaction product. The product is: [Cl:1][C:2]1[CH:7]=[CH:6][N:5]=[C:4]2[CH:8]=[C:9]([C:25]3[CH:37]=[CH:36][C:28]([CH2:29][N:30]4[CH2:34][CH2:33][C@H:32]([OH:35])[CH2:31]4)=[CH:27][CH:26]=3)[S:10][C:3]=12. (7) Given the reactants [CH3:1][C:2]1[NH:3][C:4]([CH:7]=O)=[CH:5][N:6]=1.[F:9][C:10]1[CH:11]=[C:12]2[C:16](=[CH:17][CH:18]=1)[NH:15][C:14](=[O:19])[CH2:13]2.N1CCCCC1, predict the reaction product. The product is: [F:9][C:10]1[CH:11]=[C:12]2[C:16](=[CH:17][CH:18]=1)[NH:15][C:14](=[O:19])/[C:13]/2=[CH:7]\[C:4]1[NH:3][C:2]([CH3:1])=[N:6][CH:5]=1. (8) Given the reactants [NH2:1][C:2]1[CH:3]=[C:4]([CH:21]=[CH:22][C:23]=1[CH3:24])[C:5]([N:7]1[CH2:12][CH2:11][CH:10]([C:13]2[CH:20]=[CH:19][C:16](C#N)=[CH:15][CH:14]=2)[CH2:9][CH2:8]1)=[O:6].NC1C=C(C=CC=1C)C(O)=O.Cl.[F:37]C1C=CC(C2CCNCC2)=CC=1, predict the reaction product. The product is: [NH2:1][C:2]1[CH:3]=[C:4]([C:5]([N:7]2[CH2:12][CH2:11][CH:10]([C:13]3[CH:20]=[CH:19][C:16]([F:37])=[CH:15][CH:14]=3)[CH2:9][CH2:8]2)=[O:6])[CH:21]=[CH:22][C:23]=1[CH3:24]. (9) The product is: [Br:1][C:2]1[C:3]([N+:10]([O-:12])=[O:11])=[CH:4][C:5]([CH3:9])=[N+:6]([O-:8])[CH:7]=1. Given the reactants [Br:1][C:2]1[CH:3]=[CH:4][C:5]([CH3:9])=[N+:6]([O-:8])[CH:7]=1.[N+:10]([O-])([OH:12])=[O:11], predict the reaction product. (10) Given the reactants C[N:2]1[CH:7]2[CH2:8][CH2:9][CH:3]1[CH2:4][NH:5][CH2:6]2.[CH2:10](N)[C:11]1[CH:16]=[CH:15][CH:14]=[CH:13][CH:12]=1, predict the reaction product. The product is: [CH2:10]([N:5]1[CH2:6][CH:7]2[NH:2][CH:3]([CH2:9][CH2:8]2)[CH2:4]1)[C:11]1[CH:16]=[CH:15][CH:14]=[CH:13][CH:12]=1.